Dataset: Reaction yield outcomes from USPTO patents with 853,638 reactions. Task: Predict the reaction yield, written as a fraction of the theoretical maximum amount of product (1.0 means a 100% yield; for example, 0.34 means a 34% yield). (1) The reactants are [OH:1][C@H:2]1[CH2:7][CH2:6][C@@H:5]([NH:8][C:9]2[C:14]([C:15]#[N:16])=[CH:13][N:12]=[C:11](S(C)(=O)=O)[N:10]=2)[CH2:4][C:3]1([CH3:22])[CH3:21].O[C@H]1CC[C@@H](NC2C(C#N)=CN=C(S(C)=O)N=2)CC1(C)C.[NH2:44][CH2:45][CH2:46][C:47]1[CH:52]=[CH:51][C:50]([S:53]([NH2:56])(=[O:55])=[O:54])=[C:49]([Cl:57])[CH:48]=1.CCN(C(C)C)C(C)C. The catalyst is C1COCC1. The product is [Cl:57][C:49]1[CH:48]=[C:47]([CH2:46][CH2:45][NH:44][C:11]2[N:10]=[C:9]([NH:8][CH:5]3[CH2:6][CH2:7][CH:2]([OH:1])[C:3]([CH3:21])([CH3:22])[CH2:4]3)[C:14]([C:15]#[N:16])=[CH:13][N:12]=2)[CH:52]=[CH:51][C:50]=1[S:53]([NH2:56])(=[O:55])=[O:54]. The yield is 0.260. (2) The reactants are Br[C:2]1[CH:7]=[CH:6][C:5]([C:8]([F:11])([F:10])[F:9])=[CH:4][C:3]=1[CH3:12].[CH2:13]([O:20][C:21]1[N:22]=[N:23][C:24]([CH:35]=[CH2:36])=[CH:25][C:26]=1[O:27][CH2:28][C:29]1[CH:34]=[CH:33][CH:32]=[CH:31][CH:30]=1)[C:14]1[CH:19]=[CH:18][CH:17]=[CH:16][CH:15]=1.C(N(CC)CC)C.C1(C)C=CC=CC=1P(C1C=CC=CC=1C)C1C=CC=CC=1C. The catalyst is C([O-])(=O)C.[Pd+2].C([O-])(=O)C.C(#N)C. The product is [CH2:13]([O:20][C:21]1[N:22]=[N:23][C:24](/[CH:35]=[CH:36]/[C:2]2[CH:7]=[CH:6][C:5]([C:8]([F:11])([F:10])[F:9])=[CH:4][C:3]=2[CH3:12])=[CH:25][C:26]=1[O:27][CH2:28][C:29]1[CH:34]=[CH:33][CH:32]=[CH:31][CH:30]=1)[C:14]1[CH:15]=[CH:16][CH:17]=[CH:18][CH:19]=1. The yield is 0.550.